This data is from Full USPTO retrosynthesis dataset with 1.9M reactions from patents (1976-2016). The task is: Predict the reactants needed to synthesize the given product. Given the product [NH2:12][C:4]1[C:5]([F:11])=[C:6]([CH:10]=[C:2]([Cl:1])[CH:3]=1)[C:7]([O:9][CH3:17])=[O:8], predict the reactants needed to synthesize it. The reactants are: [Cl:1][C:2]1[CH:3]=[C:4]([N+:12]([O-])=O)[C:5]([F:11])=[C:6]([CH:10]=1)[C:7]([O-:9])=[O:8].[Cl-].[NH4+].[CH2:17](O)C.O.